Task: Predict the product of the given reaction.. Dataset: Forward reaction prediction with 1.9M reactions from USPTO patents (1976-2016) (1) Given the reactants [O:1]=[C:2]1[N:7]([C@H:8]2[C:16]3[C:11](=[C:12]([C:17]([F:20])([F:19])[F:18])[CH:13]=[CH:14][CH:15]=3)[CH2:10][CH2:9]2)[C:6](=[O:21])[C:5]([C:22]([O:24]CC)=[O:23])=[CH:4][N:3]1[C:27]1[CH:32]=[CH:31][C:30]([N:33]2[CH2:37][CH2:36][O:35][C:34]2=[O:38])=[CH:29][CH:28]=1.C(O)(=O)C.Cl, predict the reaction product. The product is: [O:1]=[C:2]1[N:7]([C@H:8]2[C:16]3[C:11](=[C:12]([C:17]([F:20])([F:18])[F:19])[CH:13]=[CH:14][CH:15]=3)[CH2:10][CH2:9]2)[C:6](=[O:21])[C:5]([C:22]([OH:24])=[O:23])=[CH:4][N:3]1[C:27]1[CH:32]=[CH:31][C:30]([N:33]2[CH2:37][CH2:36][O:35][C:34]2=[O:38])=[CH:29][CH:28]=1. (2) Given the reactants [CH2:1]([O:8][C:9]1[C:14](=[O:15])[N:13]2[CH2:16][CH2:17][NH:18][C:19]([CH3:21])([CH3:20])[C:12]2=[N:11][C:10]=1[C:22]([NH:24][CH2:25][C:26]1[CH:31]=[CH:30][C:29]([F:32])=[CH:28][CH:27]=1)=[O:23])[C:2]1[CH:7]=[CH:6][CH:5]=[CH:4][CH:3]=1.C([O-])([O-])=O.[K+].[K+].Br[CH2:40][C:41]([O:43][CH3:44])=[O:42], predict the reaction product. The product is: [CH2:1]([O:8][C:9]1[C:14](=[O:15])[N:13]2[CH2:16][CH2:17][N:18]([CH2:40][C:41]([O:43][CH3:44])=[O:42])[C:19]([CH3:21])([CH3:20])[C:12]2=[N:11][C:10]=1[C:22]([NH:24][CH2:25][C:26]1[CH:27]=[CH:28][C:29]([F:32])=[CH:30][CH:31]=1)=[O:23])[C:2]1[CH:7]=[CH:6][CH:5]=[CH:4][CH:3]=1. (3) Given the reactants C([O:3][C:4](=O)[C:5]1[CH:10]=[CH:9][CH:8]=[C:7]([C:11]#[C:12][CH2:13][N:14]2[CH:18]=[C:17]([C:19]3[N:27]([CH2:28][O:29][CH2:30][CH2:31][Si:32]([CH3:35])([CH3:34])[CH3:33])[C:26]4[C:25](=[O:36])[N:24]([CH2:37][CH2:38][CH3:39])[C:23](=[O:40])[N:22]([CH2:41][CH2:42][CH3:43])[C:21]=4[N:20]=3)[CH:16]=[N:15]2)[CH:6]=1)C.[BH4-].[Na+].O, predict the reaction product. The product is: [OH:3][CH2:4][C:5]1[CH:6]=[C:7]([C:11]#[C:12][CH2:13][N:14]2[CH:18]=[C:17]([C:19]3[N:27]([CH2:28][O:29][CH2:30][CH2:31][Si:32]([CH3:33])([CH3:35])[CH3:34])[C:26]4[C:25](=[O:36])[N:24]([CH2:37][CH2:38][CH3:39])[C:23](=[O:40])[N:22]([CH2:41][CH2:42][CH3:43])[C:21]=4[N:20]=3)[CH:16]=[N:15]2)[CH:8]=[CH:9][CH:10]=1.